This data is from Catalyst prediction with 721,799 reactions and 888 catalyst types from USPTO. The task is: Predict which catalyst facilitates the given reaction. (1) Reactant: [H-].[Al+3].[Li+].[H-].[H-].[H-].[CH2:7]([O:14][C:15]1[CH:20]=[CH:19][CH:18]=[C:17]([CH:21]=[CH:22][N+:23]([O-])=O)[C:16]=1[O:26][CH3:27])[C:8]1[CH:13]=[CH:12][CH:11]=[CH:10][CH:9]=1.O.[OH-].[Na+]. Product: [CH2:7]([O:14][C:15]1[C:16]([O:26][CH3:27])=[C:17]([CH2:21][CH2:22][NH2:23])[CH:18]=[CH:19][CH:20]=1)[C:8]1[CH:9]=[CH:10][CH:11]=[CH:12][CH:13]=1. The catalyst class is: 1. (2) Reactant: FC(F)(F)C(O)=O.C([SiH](CC)CC)C.[Br:15][C:16]1[C:17]2[CH:18]=[C:19]3[CH:28]([CH2:29][C:30]([O:32][CH3:33])=[O:31])[CH2:27][CH2:26][N:20]3[C:21]=2[CH:22]=[C:23]([F:25])[CH:24]=1.[Cl:34][C:35]1[CH:42]=[CH:41][C:38]([CH:39]=O)=[CH:37][CH:36]=1. Product: [Br:15][C:16]1[C:17]2[C:18]([CH2:39][C:38]3[CH:41]=[CH:42][C:35]([Cl:34])=[CH:36][CH:37]=3)=[C:19]3[CH:28]([CH2:29][C:30]([O:32][CH3:33])=[O:31])[CH2:27][CH2:26][N:20]3[C:21]=2[CH:22]=[C:23]([F:25])[CH:24]=1. The catalyst class is: 2. (3) Reactant: [CH:1](=[C:3]1[C:11]2[CH:10]=[CH:9][CH:8]=[C:7]([OH:12])[C:6]=2[CH2:5][CH2:4]1)[CH3:2].[H][H]. Product: [CH2:1]([CH:3]1[C:11]2[CH:10]=[CH:9][CH:8]=[C:7]([OH:12])[C:6]=2[CH2:5][CH2:4]1)[CH3:2]. The catalyst class is: 515. (4) Reactant: [C:1]([C:3]1[CH:8]=[CH:7][C:6]([NH:9][CH2:10][C:11]2[N:15]([CH3:16])[C:14]3[CH:17]=[CH:18][C:19]([C:21]([N:23]([C:29]4[CH:34]=[CH:33][CH:32]=[CH:31][N:30]=4)[CH2:24][CH2:25][C:26](O)=[O:27])=[O:22])=[CH:20][C:13]=3[N:12]=2)=[CH:5][CH:4]=1)#[N:2].F[B-](F)(F)F.N1(OC(N(C)C)=[N+](C)C)C2C=CC=CC=2N=N1.CN1CCOCC1.[C:64]([O:68][C:69](=[O:74])[NH:70][CH2:71][CH2:72][NH2:73])([CH3:67])([CH3:66])[CH3:65]. Product: [C:64]([O:68][C:69](=[O:74])[NH:70][CH2:71][CH2:72][NH:73][C:26](=[O:27])[CH2:25][CH2:24][N:23]([C:21]([C:19]1[CH:18]=[CH:17][C:14]2[N:15]([CH3:16])[C:11]([CH2:10][NH:9][C:6]3[CH:5]=[CH:4][C:3]([C:1]#[N:2])=[CH:8][CH:7]=3)=[N:12][C:13]=2[CH:20]=1)=[O:22])[C:29]1[CH:34]=[CH:33][CH:32]=[CH:31][N:30]=1)([CH3:67])([CH3:65])[CH3:66]. The catalyst class is: 253. (5) Reactant: [C:1]([O:5][C:6]([N:8]1[CH2:13][CH:12]=[C:11]([C:14]2[NH:31][C:17]3=[N:18][CH:19]=[CH:20][C:21]([C:22]4[CH:27]=[CH:26][C:25]([CH2:28][NH2:29])=[C:24]([F:30])[CH:23]=4)=[C:16]3[N:15]=2)[CH2:10][CH2:9]1)=[O:7])([CH3:4])([CH3:3])[CH3:2].[C:32]([C:36]1[N:40]=[C:39]([C:41](O)=[O:42])[O:38][N:37]=1)([CH3:35])([CH3:34])[CH3:33].CCN(C(C)C)C(C)C.C(P1(=O)OP(=O)(CCC)OP(=O)(CCC)O1)CC. Product: [OH-:5].[NH4+:8].[C:1]([O:5][C:6]([N:8]1[CH2:9][CH:10]=[C:11]([C:14]2[NH:31][C:17]3=[N:18][CH:19]=[CH:20][C:21]([C:22]4[CH:27]=[CH:26][C:25]([CH2:28][NH:29][C:41]([C:39]5[O:38][N:37]=[C:36]([C:32]([CH3:35])([CH3:34])[CH3:33])[N:40]=5)=[O:42])=[C:24]([F:30])[CH:23]=4)=[C:16]3[N:15]=2)[CH2:12][CH2:13]1)=[O:7])([CH3:4])([CH3:2])[CH3:3]. The catalyst class is: 759.